Task: Predict the reactants needed to synthesize the given product.. Dataset: Full USPTO retrosynthesis dataset with 1.9M reactions from patents (1976-2016) (1) Given the product [CH3:19][P:17]([C:20]1[CH:26]=[CH:25][C:23]([NH:24][C:2]2[CH:3]=[C:4]([NH:9][C:10]3[CH:15]=[CH:14][CH:13]=[CH:12][CH:11]=3)[N:5]=[C:6]([CH3:8])[N:7]=2)=[C:22]([O:27][CH3:28])[CH:21]=1)([CH3:16])=[O:18], predict the reactants needed to synthesize it. The reactants are: Cl[C:2]1[N:7]=[C:6]([CH3:8])[N:5]=[C:4]([NH:9][C:10]2[CH:15]=[CH:14][CH:13]=[CH:12][CH:11]=2)[CH:3]=1.[CH3:16][P:17]([C:20]1[CH:26]=[CH:25][C:23]([NH2:24])=[C:22]([O:27][CH3:28])[CH:21]=1)([CH3:19])=[O:18].Cl. (2) Given the product [F:10][C:9]([F:12])([F:11])[C:3]1[CH:4]=[C:5]([NH2:6])[CH:7]=[CH:8][C:2]=1[C:13]1[CH:18]=[CH:17][CH:16]=[CH:15][CH:14]=1, predict the reactants needed to synthesize it. The reactants are: Br[C:2]1[CH:8]=[CH:7][C:5]([NH2:6])=[CH:4][C:3]=1[C:9]([F:12])([F:11])[F:10].[C:13]1(B(O)O)[CH:18]=[CH:17][CH:16]=[CH:15][CH:14]=1.C([O-])([O-])=O.[K+].[K+].